This data is from Full USPTO retrosynthesis dataset with 1.9M reactions from patents (1976-2016). The task is: Predict the reactants needed to synthesize the given product. (1) Given the product [NH3:9].[CH:4]1([N:9]2[C:18]3[N:17]=[C:16]([NH:19][C:20]4[CH:35]=[CH:34][C:23]([C:24]([NH:26][CH:27]5[CH2:32][CH2:31][N:30]([CH3:33])[CH2:29][CH2:28]5)=[O:25])=[CH:22][C:21]=4[O:36][CH3:37])[N:15]=[CH:14][C:13]=3[N:12]([CH3:38])[CH2:11][C@H:10]2[CH2:40][CH3:41])[CH2:8][CH2:7][CH2:6][CH2:5]1, predict the reactants needed to synthesize it. The reactants are: S(C)C.[CH:4]1([N:9]2[C:18]3[N:17]=[C:16]([NH:19][C:20]4[CH:35]=[CH:34][C:23]([C:24]([NH:26][CH:27]5[CH2:32][CH2:31][N:30]([CH3:33])[CH2:29][CH2:28]5)=[O:25])=[CH:22][C:21]=4[O:36][CH3:37])[N:15]=[CH:14][C:13]=3[N:12]([CH3:38])[C:11](=O)[C@H:10]2[CH2:40][CH3:41])[CH2:8][CH2:7][CH2:6][CH2:5]1.Cl. (2) Given the product [CH3:1][O:2][C:3]1[C:4]2[O:24][C:19]3[C:20]4[C:15]([CH:16]=[CH:17][CH:18]=3)=[CH:14][N:13]=[CH:12][C:11]=4[C:5]=2[CH:6]=[CH:7][C:8]=1[O:9][CH3:10], predict the reactants needed to synthesize it. The reactants are: [CH3:1][O:2][C:3]1[C:8]([O:9][CH3:10])=[CH:7][CH:6]=[C:5]([C:11]2[C:20]3[C:15](=[CH:16][CH:17]=[CH:18][C:19]=3[N+]([O-])=O)[CH:14]=[N:13][CH:12]=2)[C:4]=1[OH:24].C(=O)([O-])[O-].[K+].[K+].O. (3) Given the product [N:9]1([C:7]2[NH:8][C:3](=[O:2])[C:4]([C:29]3[S:30][C:31]4[CH:37]=[CH:36][C:35]([C:38]([F:40])([F:39])[F:41])=[CH:34][C:32]=4[N:33]=3)=[C:5]([NH:15][C@@H:16]3[CH2:21][CH2:20][CH2:19][NH:18][CH2:17]3)[N:6]=2)[CH2:14][CH2:13][O:12][CH2:11][CH2:10]1, predict the reactants needed to synthesize it. The reactants are: C[O:2][C:3]1[N:8]=[C:7]([N:9]2[CH2:14][CH2:13][O:12][CH2:11][CH2:10]2)[N:6]=[C:5]([NH:15][C@@H:16]2[CH2:21][CH2:20][CH2:19][N:18](C(OC(C)(C)C)=O)[CH2:17]2)[C:4]=1[C:29]1[S:30][C:31]2[CH:37]=[CH:36][C:35]([C:38]([F:41])([F:40])[F:39])=[CH:34][C:32]=2[N:33]=1.Cl. (4) Given the product [CH2:1]([N:8]1[CH2:13][CH2:12][N:11]2[C@@H:14]([C:19]3[CH:24]=[CH:23][C:22]([O:25][CH3:26])=[C:21]([CH3:27])[C:20]=3[CH3:28])[CH2:15][CH2:16][CH2:17][C@H:10]2[CH2:9]1)[C:2]1[CH:3]=[CH:4][CH:5]=[CH:6][CH:7]=1, predict the reactants needed to synthesize it. The reactants are: [CH2:1]([N:8]1[CH2:13][CH2:12][N:11]2[C@@H:14]([C:19]3[CH:24]=[CH:23][C:22]([O:25][CH3:26])=[C:21]([CH3:27])[C:20]=3[CH3:28])[CH2:15][C:16](=O)[CH2:17][C@H:10]2[CH2:9]1)[C:2]1[CH:7]=[CH:6][CH:5]=[CH:4][CH:3]=1. (5) Given the product [CH2:1]([C:4]1[C:12]([N:13]([CH2:20][CH3:21])[CH:14]2[CH2:19][CH2:18][O:17][CH2:16][CH2:15]2)=[CH:11][CH:10]=[CH:9][C:5]=1[C:6]([NH:22][CH2:23][C:24]1[C:25]([O:37][CH3:38])=[N:26][C:27]([CH3:36])=[CH:28][C:29]=1[CH2:30][CH:31]([CH2:32][OH:33])[CH:34]=[CH2:35])=[O:8])[CH:2]=[CH2:3], predict the reactants needed to synthesize it. The reactants are: [CH2:1]([C:4]1[C:12]([N:13]([CH2:20][CH3:21])[CH:14]2[CH2:19][CH2:18][O:17][CH2:16][CH2:15]2)=[CH:11][CH:10]=[CH:9][C:5]=1[C:6]([OH:8])=O)[CH:2]=[CH2:3].[NH2:22][CH2:23][C:24]1[C:25]([O:37][CH3:38])=[N:26][C:27]([CH3:36])=[CH:28][C:29]=1[CH2:30][CH:31]([CH:34]=[CH2:35])[CH2:32][OH:33].C(Cl)CCl.C1C=NC2N(O)N=NC=2C=1.CN1CCOCC1. (6) Given the product [Cl:22][C:23]1[CH:24]=[C:25]([C:30]2([C:32]([F:35])([F:33])[F:34])[O:10][N:9]=[C:8]([C:5]3[CH:6]=[CH:7][C:2]([Cl:1])=[C:3]([N+:11]([O-:13])=[O:12])[CH:4]=3)[CH2:31]2)[CH:26]=[C:27]([Cl:29])[CH:28]=1, predict the reactants needed to synthesize it. The reactants are: [Cl:1][C:2]1[CH:7]=[CH:6][C:5]([CH:8]=[N:9][OH:10])=[CH:4][C:3]=1[N+:11]([O-:13])=[O:12].ClN1C(=O)CCC1=O.[Cl:22][C:23]1[CH:24]=[C:25]([C:30]([C:32]([F:35])([F:34])[F:33])=[CH2:31])[CH:26]=[C:27]([Cl:29])[CH:28]=1.C(N(CC)CC)C. (7) Given the product [C:13]1([C:19]2[N:20]([CH2:30][C:31]([N:4]3[CH2:5][CH2:6][N:1]([C:7]4[N:8]=[CH:9][CH:10]=[CH:11][N:12]=4)[CH2:2][CH2:3]3)=[O:32])[CH:21]=[C:22]([C:24]3[CH:25]=[CH:26][CH:27]=[CH:28][CH:29]=3)[N:23]=2)[CH:14]=[CH:15][CH:16]=[CH:17][CH:18]=1, predict the reactants needed to synthesize it. The reactants are: [N:1]1([C:7]2[N:12]=[CH:11][CH:10]=[CH:9][N:8]=2)[CH2:6][CH2:5][NH:4][CH2:3][CH2:2]1.[C:13]1([C:19]2[N:20]([CH2:30][C:31](O)=[O:32])[CH:21]=[C:22]([C:24]3[CH:29]=[CH:28][CH:27]=[CH:26][CH:25]=3)[N:23]=2)[CH:18]=[CH:17][CH:16]=[CH:15][CH:14]=1.CN(C(ON1N=NC2C=CC=CC1=2)=[N+](C)C)C.[B-](F)(F)(F)F. (8) Given the product [N+:8]([C:5]1[CH:6]=[CH:7][C:2]([N:11]2[CH2:16][CH2:15][CH:14]([C:17]([O:19][CH2:20][CH3:21])=[O:18])[CH2:13][CH2:12]2)=[CH:3][CH:4]=1)([O-:10])=[O:9], predict the reactants needed to synthesize it. The reactants are: F[C:2]1[CH:7]=[CH:6][C:5]([N+:8]([O-:10])=[O:9])=[CH:4][CH:3]=1.[NH:11]1[CH2:16][CH2:15][CH:14]([C:17]([O:19][CH2:20][CH3:21])=[O:18])[CH2:13][CH2:12]1.C([O-])([O-])=O.[K+].[K+]. (9) Given the product [Cl:1][C:2]1[CH:7]=[CH:6][C:5]([NH:8][C:9](=[O:10])[C:11]2[CH:12]=[CH:13][C:14]([C:15](=[NH:19])[N:28]3[CH2:32][CH2:31][CH2:30][CH2:29]3)=[CH:20][CH:21]=2)=[CH:4][C:3]=1[C:22]1[CH:27]=[CH:26][CH:25]=[CH:24][N:23]=1, predict the reactants needed to synthesize it. The reactants are: [Cl:1][C:2]1[CH:7]=[CH:6][C:5]([NH:8][C:9]([C:11]2[CH:21]=[CH:20][C:14]([C:15](=[NH:19])OCC)=[CH:13][CH:12]=2)=[O:10])=[CH:4][C:3]=1[C:22]1[CH:27]=[CH:26][CH:25]=[CH:24][N:23]=1.[NH:28]1[CH2:32][CH2:31][CH2:30][CH2:29]1.